From a dataset of Catalyst prediction with 721,799 reactions and 888 catalyst types from USPTO. Predict which catalyst facilitates the given reaction. (1) Reactant: [OH:1][C:2]1[CH:15]=[CH:14][C:5]2[C@H:6]([CH2:9][C:10]([O:12][CH3:13])=[O:11])[CH2:7][O:8][C:4]=2[CH:3]=1.[CH3:16][C:17]1[CH:22]=[C:21]([O:23][CH2:24][CH2:25][CH2:26][S:27]([CH3:30])(=[O:29])=[O:28])[CH:20]=[C:19]([CH3:31])[C:18]=1[C:32]1[CH:37]=[CH:36][CH:35]=[C:34]([CH2:38]O)[CH:33]=1.C(P(CCCC)CCCC)CCC.N(C(N1CCCCC1)=O)=NC(N1CCCCC1)=O. Product: [CH3:31][C:19]1[CH:20]=[C:21]([O:23][CH2:24][CH2:25][CH2:26][S:27]([CH3:30])(=[O:28])=[O:29])[CH:22]=[C:17]([CH3:16])[C:18]=1[C:32]1[CH:37]=[CH:36][CH:35]=[C:34]([CH2:38][O:1][C:2]2[CH:15]=[CH:14][C:5]3[C@H:6]([CH2:9][C:10]([O:12][CH3:13])=[O:11])[CH2:7][O:8][C:4]=3[CH:3]=2)[CH:33]=1. The catalyst class is: 345. (2) Reactant: [H-].[Na+].[NH:3]1[CH2:8][CH2:7][CH:6]([CH2:9][OH:10])[CH2:5][CH2:4]1.Cl[C:12]1[C:17]2[C:18]([C:21]3[CH:26]=[CH:25][CH:24]=[CH:23][CH:22]=3)=[N:19][O:20][C:16]=2[CH:15]=[N:14][N:13]=1. Product: [C:21]1([C:18]2[C:17]3[C:12]([O:10][CH2:9][CH:6]4[CH2:7][CH2:8][NH:3][CH2:4][CH2:5]4)=[N:13][N:14]=[CH:15][C:16]=3[O:20][N:19]=2)[CH:22]=[CH:23][CH:24]=[CH:25][CH:26]=1. The catalyst class is: 9. (3) Reactant: [CH3:1][O:2][C:3]([C:5]1[CH:6]2[NH:12][CH:9]([CH2:10][CH:11]=1)[CH2:8][CH2:7]2)=[O:4].[C:13]([C:15]1[C:24]2[C:19](=[CH:20][CH:21]=[CH:22][CH:23]=2)[C:18](F)=[CH:17][CH:16]=1)#[N:14]. Product: [CH3:1][O:2][C:3]([C:5]1[CH:6]2[N:12]([C:18]3[C:19]4[C:24](=[CH:23][CH:22]=[CH:21][CH:20]=4)[C:15]([C:13]#[N:14])=[CH:16][CH:17]=3)[CH:9]([CH2:10][CH:11]=1)[CH2:8][CH2:7]2)=[O:4]. The catalyst class is: 17.